Dataset: Reaction yield outcomes from USPTO patents with 853,638 reactions. Task: Predict the reaction yield, written as a fraction of the theoretical maximum amount of product (1.0 means a 100% yield; for example, 0.34 means a 34% yield). (1) The reactants are [CH3:1][N:2]([Si](C)(C)C)[CH3:3].[CH3:8][O:9][S:10]([O-:13])(=[O:12])=[O:11].[CH3:14][N:15]([C+:17]([N:19]([CH3:21])[CH3:20])Cl)[CH3:16]. The catalyst is C(Cl)(Cl)Cl. The product is [CH3:1][N:2]([CH3:3])[C:17](=[N+:15]([CH3:16])[CH3:14])[N:19]([CH3:21])[CH3:20].[CH3:8][O:9][S:10]([O-:13])(=[O:12])=[O:11]. The yield is 0.955. (2) The reactants are [Cl:1][C:2]1[CH:16]=[CH:15][C:5]([CH:6](Cl)[C:7]2[CH:12]=[CH:11][C:10]([Cl:13])=[CH:9][CH:8]=2)=[CH:4][CH:3]=1.[CH3:17][NH2:18]. The catalyst is O1CCCC1.C(OCC)(=O)C. The product is [Cl:1][C:2]1[CH:16]=[CH:15][C:5]([CH:6]([NH:18][CH3:17])[C:7]2[CH:12]=[CH:11][C:10]([Cl:13])=[CH:9][CH:8]=2)=[CH:4][CH:3]=1. The yield is 0.670. (3) The product is [CH:1]1([CH:7]([NH:18][C:19]2[CH:20]=[CH:21][C:22]([C:25]([N:27]([CH3:35])[CH2:28][CH2:29][C:30]([OH:32])=[O:31])=[O:26])=[CH:23][CH:24]=2)[C:8]2[S:16][C:11]3=[CH:12][N:13]=[CH:14][CH:15]=[C:10]3[C:9]=2[CH3:17])[CH2:6][CH2:5][CH2:4][CH2:3][CH2:2]1. The yield is 0.560. The reactants are [CH:1]1([CH:7]([NH:18][C:19]2[CH:24]=[CH:23][C:22]([C:25]([N:27]([CH3:35])[CH2:28][CH2:29][C:30]([O:32]CC)=[O:31])=[O:26])=[CH:21][CH:20]=2)[C:8]2[S:16][C:11]3=[CH:12][N:13]=[CH:14][CH:15]=[C:10]3[C:9]=2[CH3:17])[CH2:6][CH2:5][CH2:4][CH2:3][CH2:2]1.O1CCCC1.[OH-].[Na+]. The catalyst is C(O)C. (4) The reactants are COC1C=CC(C[O:8][C:9]2[CH:10]=[CH:11][C:12]([S:19]([C:22]3[CH:28]=[CH:27][C:25]([CH3:26])=[CH:24][CH:23]=3)(=[O:21])=[O:20])=[C:13]3[C:18]=2[N:17]=[CH:16][CH:15]=[CH:14]3)=CC=1.C(O)(C(F)(F)F)=O. No catalyst specified. The product is [S:19]([C:12]1[CH:11]=[CH:10][C:9]([OH:8])=[C:18]2[C:13]=1[CH:14]=[CH:15][CH:16]=[N:17]2)([C:22]1[CH:28]=[CH:27][C:25]([CH3:26])=[CH:24][CH:23]=1)(=[O:20])=[O:21]. The yield is 0.920.